From a dataset of Forward reaction prediction with 1.9M reactions from USPTO patents (1976-2016). Predict the product of the given reaction. (1) The product is: [CH3:1][C:2]1[C:3]([CH2:8][N:9]([CH2:15][C:16]2[C:21]([CH3:22])=[CH:20][CH:19]=[CH:18][N:17]=2)[CH2:10][CH2:11][CH2:12][CH2:13][NH:14][C:29]([NH2:31])=[NH:30])=[N:4][CH:5]=[CH:6][CH:7]=1. Given the reactants [CH3:1][C:2]1[C:3]([CH2:8][N:9]([CH2:15][C:16]2[C:21]([CH3:22])=[CH:20][CH:19]=[CH:18][N:17]=2)[CH2:10][CH2:11][CH2:12][CH2:13][NH2:14])=[N:4][CH:5]=[CH:6][CH:7]=1.Cl.N1C=CC([C:29]([NH2:31])=[NH:30])=N1.CCN(C(C)C)C(C)C, predict the reaction product. (2) Given the reactants Cl[C:2]1[N:7]=[CH:6][N:5]=[C:4]([NH2:8])[CH:3]=1.C(N(C(C)C)CC)(C)C.[N:18]1([CH2:24][CH2:25][N:26]2[CH2:31][CH2:30][O:29][CH2:28][CH2:27]2)[CH2:23][CH2:22][NH:21][CH2:20][CH2:19]1, predict the reaction product. The product is: [N:26]1([CH2:25][CH2:24][N:18]2[CH2:19][CH2:20][N:21]([C:2]3[N:7]=[CH:6][N:5]=[C:4]([NH2:8])[CH:3]=3)[CH2:22][CH2:23]2)[CH2:27][CH2:28][O:29][CH2:30][CH2:31]1. (3) Given the reactants [Cl:1][C:2]1[CH:7]=[C:6]([CH3:8])[C:5]([N+:9]([O-:11])=[O:10])=[CH:4][N:3]=1.[CH3:12][N:13]([CH:15]=O)[CH3:14], predict the reaction product. The product is: [Cl:1][C:2]1[CH:7]=[C:6]([CH:8]=[CH:12][N:13]([CH3:15])[CH3:14])[C:5]([N+:9]([O-:11])=[O:10])=[CH:4][N:3]=1. (4) Given the reactants [CH3:1][O:2][C:3]1[CH:4]=[C:5]([CH:19]=[CH:20][C:21]=1[O:22][CH2:23][C:24]1[N:25]=[C:26]([C:30]2[CH:35]=[CH:34][CH:33]=[CH:32][CH:31]=2)[O:27][C:28]=1[CH3:29])[CH2:6][O:7][C:8]1[C:12]([C:13]([O:15]CC)=[O:14])=[CH:11][N:10]([CH3:18])[N:9]=1.[OH-].[Na+].O1CCCC1.Cl, predict the reaction product. The product is: [CH3:1][O:2][C:3]1[CH:4]=[C:5]([CH:19]=[CH:20][C:21]=1[O:22][CH2:23][C:24]1[N:25]=[C:26]([C:30]2[CH:31]=[CH:32][CH:33]=[CH:34][CH:35]=2)[O:27][C:28]=1[CH3:29])[CH2:6][O:7][C:8]1[C:12]([C:13]([OH:15])=[O:14])=[CH:11][N:10]([CH3:18])[N:9]=1.